Dataset: Catalyst prediction with 721,799 reactions and 888 catalyst types from USPTO. Task: Predict which catalyst facilitates the given reaction. (1) Reactant: [NH2:1][C:2]1[CH:7]=[CH:6][C:5]([N:8]([CH2:11][CH2:12][C:13]2[CH:18]=[CH:17][CH:16]=[CH:15][N:14]=2)[CH:9]=[O:10])=[CH:4][CH:3]=1.[CH3:19][C:20]1[CH:25]=[CH:24][C:23]([C:26]2[CH2:30][CH2:29][CH2:28][C:27]=2[C:31](O)=[O:32])=[CH:22][CH:21]=1.F[P-](F)(F)(F)(F)F.N1(O[P+](N2CCCC2)(N2CCCC2)N2CCCC2)C2C=CC=CC=2N=N1.C(N(C(C)C)CC)(C)C.Cl. Product: [CH:9]([N:8]([CH2:11][CH2:12][C:13]1[CH:18]=[CH:17][CH:16]=[CH:15][N:14]=1)[C:5]1[CH:6]=[CH:7][C:2]([NH:1][C:31]([C:27]2[CH2:28][CH2:29][CH2:30][C:26]=2[C:23]2[CH:22]=[CH:21][C:20]([CH3:19])=[CH:25][CH:24]=2)=[O:32])=[CH:3][CH:4]=1)=[O:10]. The catalyst class is: 255. (2) Reactant: [Cr](Cl)([O-])(=O)=O.[NH+]1C=CC=CC=1.[CH3:12][N:13]1[C@@H:22]2[CH2:23][C:24]3[CH:29]=[CH:28][C:27]([O:30][CH3:31])=[C:26]4[O:32][C@H:17]5[C@@H:18]([OH:34])[CH2:19][CH2:20][C@:21]2([OH:33])[C@:16]5([C:25]=34)[CH2:15][CH2:14]1.C(=O)(O)[O-].[Na+]. Product: [CH3:12][N:13]1[C@@H:22]2[CH2:23][C:24]3[CH:29]=[CH:28][C:27]([O:30][CH3:31])=[C:26]4[O:32][C@H:17]5[C:18]([CH2:19][CH2:20][C@:21]2([OH:33])[C@:16]5([C:25]=34)[CH2:15][CH2:14]1)=[O:34]. The catalyst class is: 4. (3) Reactant: [O:1]=[C:2]1[CH2:7][CH2:6][N:5]([C:8]([O:10][CH2:11][C:12]2[CH:17]=[CH:16][CH:15]=[CH:14][CH:13]=2)=[O:9])[CH2:4][CH2:3]1.C1C=CC(N([S:25]([C:28]([F:31])([F:30])[F:29])(=[O:27])=[O:26])[S:25]([C:28]([F:31])([F:30])[F:29])(=[O:27])=[O:26])=CC=1.C[Si](C)(C)[N-][Si](C)(C)C.[Li+]. Product: [F:29][C:28]([F:31])([F:30])[S:25]([O:1][C:2]1[CH2:7][CH2:6][N:5]([C:8]([O:10][CH2:11][C:12]2[CH:17]=[CH:16][CH:15]=[CH:14][CH:13]=2)=[O:9])[CH2:4][CH:3]=1)(=[O:27])=[O:26]. The catalyst class is: 7.